This data is from Catalyst prediction with 721,799 reactions and 888 catalyst types from USPTO. The task is: Predict which catalyst facilitates the given reaction. (1) Reactant: [C:1](N1C=CN=C1)(=[O:9])[C:2](N1C=CN=C1)=[O:3].[C:15]([O:19][C:20](=[O:57])[N:21]([C@H:23]([C:25](=[O:56])[NH:26][C@@H:27]1[C:33](=[O:34])[N:32]([CH2:35][C:36]2[C:45]3[C:40](=[CH:41][C:42]([C:46](=[NH:49])[NH:47][NH2:48])=[CH:43][CH:44]=3)[CH:39]=[CH:38][C:37]=2[O:50][CH3:51])[C:31]2[CH:52]=[CH:53][CH:54]=[CH:55][C:30]=2[CH2:29][CH2:28]1)[CH3:24])[CH3:22])([CH3:18])([CH3:17])[CH3:16]. Product: [C:15]([O:19][C:20](=[O:57])[N:21]([C@H:23]([C:25](=[O:56])[NH:26][C@@H:27]1[C:33](=[O:34])[N:32]([CH2:35][C:36]2[C:45]3[C:40](=[CH:41][C:42]([C:46]4[NH:49][C:2](=[O:3])[C:1](=[O:9])[NH:48][N:47]=4)=[CH:43][CH:44]=3)[CH:39]=[CH:38][C:37]=2[O:50][CH3:51])[C:31]2[CH:52]=[CH:53][CH:54]=[CH:55][C:30]=2[CH2:29][CH2:28]1)[CH3:24])[CH3:22])([CH3:16])([CH3:17])[CH3:18]. The catalyst class is: 1. (2) Product: [CH2:24]([O:23][C:20]1[CH:21]=[CH:22][C:17]([S:14]([NH:13][CH:10]2[CH2:9][CH2:8][C:7]3([N:27]=[C:28]([CH3:29])[NH:6][C:5]3=[O:1])[CH2:12][CH2:11]2)(=[O:15])=[O:16])=[CH:18][C:19]=1[CH3:26])[CH3:25]. Reactant: [OH-:1].[Na+].OO.[C:5]([C:7]1([NH:27][C:28](=O)[CH3:29])[CH2:12][CH2:11][CH:10]([NH:13][S:14]([C:17]2[CH:22]=[CH:21][C:20]([O:23][CH2:24][CH3:25])=[C:19]([CH3:26])[CH:18]=2)(=[O:16])=[O:15])[CH2:9][CH2:8]1)#[N:6]. The catalyst class is: 40. (3) Reactant: Br[C:2]1[CH:7]=[C:6]([C:8]([F:11])([F:10])[F:9])[N:5]=[N:4][C:3]=1[NH2:12].[CH3:13][O-:14].[Na+]. Product: [CH3:13][O:14][C:2]1[CH:7]=[C:6]([C:8]([F:11])([F:10])[F:9])[N:5]=[N:4][C:3]=1[NH2:12]. The catalyst class is: 5. (4) Reactant: [CH3:1][O:2][CH2:3][CH2:4][CH2:5][CH2:6][C@@:7]([C:15]1[CH:20]=[CH:19][CH:18]=[CH:17][C:16]=1[O:21][C:22]1[CH:27]=[CH:26][CH:25]=[CH:24][CH:23]=1)([C@@H:9]1[CH2:14][CH2:13][CH2:12][NH:11][CH2:10]1)[OH:8].[C:28]([O:32][C:33]([NH:35][C@H:36]1[CH2:40][CH2:39][C@@H:38]([C:41](O)=[O:42])[CH2:37]1)=[O:34])([CH3:31])([CH3:30])[CH3:29].CCN(C(C)C)C(C)C.CN(C(ON1N=NC2C=CC=CC1=2)=[N+](C)C)C.F[P-](F)(F)(F)(F)F.C1C=CC2N(O)N=NC=2C=1. Product: [C:28]([O:32][C:33]([NH:35][C@H:36]1[CH2:40][CH2:39][C@@H:38]([C:41]([N:11]2[CH2:12][CH2:13][CH2:14][C@@H:9]([C@:7]([OH:8])([C:15]3[CH:20]=[CH:19][CH:18]=[CH:17][C:16]=3[O:21][C:22]3[CH:27]=[CH:26][CH:25]=[CH:24][CH:23]=3)[CH2:6][CH2:5][CH2:4][CH2:3][O:2][CH3:1])[CH2:10]2)=[O:42])[CH2:37]1)=[O:34])([CH3:31])([CH3:30])[CH3:29]. The catalyst class is: 3. (5) Product: [CH3:1][N:2]([CH3:49])[CH2:3][CH2:4][NH:5][C:6]([C:8]1[CH:13]=[CH:12][C:11]([NH:14][C:15]([NH:17][C:18]2[CH:19]=[CH:20][C:21]([C:24]3[N:25]=[C:26]([N:43]4[CH2:48][CH2:47][O:46][CH2:45][CH2:44]4)[C:27]4[N:32]=[N:31][N:30]([C:33]5[CH:34]=[C:35]([CH:40]=[CH:41][CH:42]=5)[C:36]([OH:38])=[O:37])[C:28]=4[N:29]=3)=[CH:22][CH:23]=2)=[O:16])=[CH:10][CH:9]=1)=[O:7]. Reactant: [CH3:1][N:2]([CH3:49])[CH2:3][CH2:4][NH:5][C:6]([C:8]1[CH:13]=[CH:12][C:11]([NH:14][C:15]([NH:17][C:18]2[CH:23]=[CH:22][C:21]([C:24]3[N:25]=[C:26]([N:43]4[CH2:48][CH2:47][O:46][CH2:45][CH2:44]4)[C:27]4[N:32]=[N:31][N:30]([C:33]5[CH:34]=[C:35]([CH:40]=[CH:41][CH:42]=5)[C:36]([O:38]C)=[O:37])[C:28]=4[N:29]=3)=[CH:20][CH:19]=2)=[O:16])=[CH:10][CH:9]=1)=[O:7].[OH-].[Na+]. The catalyst class is: 36. (6) The catalyst class is: 15. Reactant: [CH3:1][N:2]([CH3:36])[CH2:3][CH2:4][O:5][C:6]1[CH:11]=[CH:10][C:9]([C:12](=O)[CH2:13][CH:14]([C:29]2[CH:34]=[CH:33][N:32]=[CH:31][CH:30]=2)[C:15]([C:17]2[CH:18]=[C:19]3[C:23](=[CH:24][CH:25]=2)[C:22](=[N:26][O:27][CH3:28])[CH2:21][CH2:20]3)=O)=[CH:8][CH:7]=1.C([O-])(=O)C.[NH4+:41]. Product: [CH3:28][O:27][N:26]=[C:22]1[C:23]2[C:19](=[CH:18][C:17]([C:15]3[NH:41][C:12]([C:9]4[CH:8]=[CH:7][C:6]([O:5][CH2:4][CH2:3][N:2]([CH3:1])[CH3:36])=[CH:11][CH:10]=4)=[CH:13][C:14]=3[C:29]3[CH:30]=[CH:31][N:32]=[CH:33][CH:34]=3)=[CH:25][CH:24]=2)[CH2:20][CH2:21]1. (7) Reactant: Cl[C:2]1[CH:3]=[CH:4][C:5]2[N:6]([C:8]([N+:11]([O-:13])=[O:12])=[CH:9][N:10]=2)[N:7]=1.[NH2:14][C@H:15]1[CH2:20][CH2:19][C@H:18]([OH:21])[CH2:17][CH2:16]1.O. Product: [N+:11]([C:8]1[N:6]2[N:7]=[C:2]([NH:14][C@H:15]3[CH2:20][CH2:19][C@H:18]([OH:21])[CH2:17][CH2:16]3)[CH:3]=[CH:4][C:5]2=[N:10][CH:9]=1)([O-:13])=[O:12]. The catalyst class is: 16. (8) Reactant: [Cu][C:2]#[N:3].N(OC(C)(C)C)=O.[CH:11]([C:14]1[CH:19]=[C:18]([N:20]2[CH2:25][CH2:24][O:23][CH2:22][CH2:21]2)[CH:17]=[C:16]([O:26][CH3:27])[C:15]=1N)([CH3:13])[CH3:12].Cl. Product: [CH:11]([C:14]1[CH:19]=[C:18]([N:20]2[CH2:25][CH2:24][O:23][CH2:22][CH2:21]2)[CH:17]=[C:16]([O:26][CH3:27])[C:15]=1[C:2]#[N:3])([CH3:13])[CH3:12]. The catalyst class is: 16. (9) Reactant: [CH2:1]([N:8]1[CH2:14][CH:13]2[CH2:15][CH:10]([CH2:11][CH:12]2[O:16]C(=O)C)[CH2:9]1)[C:2]1[CH:7]=[CH:6][CH:5]=[CH:4][CH:3]=1.[OH-].[K+]. Product: [CH2:1]([N:8]1[CH2:14][CH:13]2[CH2:15][CH:10]([CH2:11][CH:12]2[OH:16])[CH2:9]1)[C:2]1[CH:3]=[CH:4][CH:5]=[CH:6][CH:7]=1. The catalyst class is: 24. (10) Reactant: [CH3:1][C:2]1[CH:3]=[N:4][N:5]([CH2:7][C:8]2[CH:24]=[CH:23][C:11]([CH2:12][C:13]3[CH:14]=[N:15][CH:16]=[C:17]([CH:22]=3)[C:18]([O:20]C)=[O:19])=[CH:10][CH:9]=2)[CH:6]=1.C1COCC1.CO.[OH-].[Li+]. Product: [CH3:1][C:2]1[CH:3]=[N:4][N:5]([CH2:7][C:8]2[CH:9]=[CH:10][C:11]([CH2:12][C:13]3[CH:14]=[N:15][CH:16]=[C:17]([CH:22]=3)[C:18]([OH:20])=[O:19])=[CH:23][CH:24]=2)[CH:6]=1. The catalyst class is: 6.